Task: Predict the reaction yield, written as a fraction of the theoretical maximum amount of product (1.0 means a 100% yield; for example, 0.34 means a 34% yield).. Dataset: Reaction yield outcomes from USPTO patents with 853,638 reactions The product is [CH2:3]([C:5]1[N:6]([CH2:25][O:24][CH2:23][CH2:22][Si:21]([CH3:28])([CH3:27])[CH3:20])[N:7]=[C:8]2[C:13]=1[CH:12]=[CH:11][C:10]([C:14]([N:16]([O:18][CH3:19])[CH3:17])=[O:15])=[CH:9]2)[CH3:4]. The reactants are [H-].[Na+].[CH2:3]([C:5]1[C:13]2[C:8](=[CH:9][C:10]([C:14]([N:16]([O:18][CH3:19])[CH3:17])=[O:15])=[CH:11][CH:12]=2)[NH:7][N:6]=1)[CH3:4].[CH3:20][Si:21]([CH3:28])([CH3:27])[CH2:22][CH2:23][O:24][CH2:25]Cl. The catalyst is O1CCCC1. The yield is 1.00.